Task: Predict the reactants needed to synthesize the given product.. Dataset: Retrosynthesis with 50K atom-mapped reactions and 10 reaction types from USPTO Given the product CCC(C)c1cc(C#N)cc2nc(-c3ccc(C(=O)NCC4CCN(c5nccc(C(F)(F)F)n5)CC4)cc3)oc12, predict the reactants needed to synthesize it. The reactants are: C/C=C(/C)c1cc(C#N)cc2nc(-c3ccc(C(=O)NCC4CCN(c5nccc(C(F)(F)F)n5)CC4)cc3)oc12.